This data is from Forward reaction prediction with 1.9M reactions from USPTO patents (1976-2016). The task is: Predict the product of the given reaction. (1) Given the reactants [Br:1][C:2]1[CH:11]=[CH:10][C:9]2[O:8][C@H:7]3[CH2:12][CH2:13][CH2:14][O:15][C@H:6]3[C@:5]3([C:19](=[O:20])[NH:18][C:17](=[O:21])[NH:16]3)[C:4]=2[CH:3]=1.[Br:22][C:23]1[CH:32]=[CH:31][C:30]2[O:29][C@H:28]3[CH2:33][CH2:34][CH2:35][O:36][C@H:27]3[C@@:26]3([C:40](=[O:41])[NH:39][C:38](=[O:42])[NH:37]3)[C:25]=2[CH:24]=1.[C:43](=O)([O-])[O-].[K+].[K+].CI, predict the reaction product. The product is: [Br:1][C:2]1[CH:11]=[CH:10][C:9]2[O:8][C@H:7]3[CH2:12][CH2:13][CH2:14][O:15][C@H:6]3[C@:5]3([C:19](=[O:20])[N:18]([CH3:23])[C:17](=[O:21])[NH:16]3)[C:4]=2[CH:3]=1.[Br:22][C:23]1[CH:32]=[CH:31][C:30]2[O:29][C@H:28]3[CH2:33][CH2:34][CH2:35][O:36][C@H:27]3[C@@:26]3([C:40](=[O:41])[N:39]([CH3:43])[C:38](=[O:42])[NH:37]3)[C:25]=2[CH:24]=1. (2) Given the reactants [C:1]([C:5]1[CH:10]=[CH:9][C:8]([CH:11]([NH:22][C:23]2[CH:31]=[CH:30][C:26]([C:27]([OH:29])=[O:28])=[CH:25][CH:24]=2)[C:12](=[O:21])[NH:13][C:14]2[CH:19]=[CH:18][C:17](I)=[CH:16][CH:15]=2)=[CH:7][CH:6]=1)([CH3:4])([CH3:3])[CH3:2].C(O)C.C([O-])([O-])=O.[Na+].[Na+].[O:41]1[C:45](B(O)O)=[CH:44][C:43]2[CH:49]=[CH:50][CH:51]=[CH:52][C:42]1=2, predict the reaction product. The product is: [O:41]1[C:42]2=[CH:52][CH:51]=[CH:50][C:49]2=[CH:43][CH:44]=[C:45]1[N:13]([C:14]1[CH:15]=[CH:16][CH:17]=[CH:18][CH:19]=1)[C:12]([CH:11]([NH:22][C:23]1[CH:31]=[CH:30][C:26]([C:27]([OH:29])=[O:28])=[CH:25][CH:24]=1)[C:8]1[CH:7]=[CH:6][C:5]([C:1]([CH3:4])([CH3:2])[CH3:3])=[CH:10][CH:9]=1)=[O:21]. (3) Given the reactants [CH:1]1([N:7]([CH:24]2[CH2:29][CH2:28][CH2:27][CH2:26][CH2:25]2)[C:8](=[O:23])[NH:9][C:10]2[S:11][C:12]([S:15]([NH:18][CH2:19]C(O)=O)(=[O:17])=[O:16])=[CH:13][N:14]=2)[CH2:6][CH2:5][CH2:4][CH2:3][CH2:2]1.C1(N[C@H]2CC[C@H]([O:43][CH2:44][CH2:45][CH3:46])CC2)CCCCC1.C1(N([C@H]2CC[C@H](OC)CC2)C(=O)NC2SC(S[CH2:61][C:62]([OH:64])=[O:63])=CN=2)CCCC1.O[C@H]1CC[C@H](C2C=CC=C3C=2C(=O)NC3=O)CC1.BrCCC.C1(=O)CCCCC1.C(OC(=O)CCNS(C1SC(N)=NC=1)(=O)=O)C, predict the reaction product. The product is: [CH:1]1([N:7]([C@H:24]2[CH2:29][CH2:28][C@H:27]([O:43][CH2:44][CH2:45][CH3:46])[CH2:26][CH2:25]2)[C:8](=[O:23])[NH:9][C:10]2[S:11][C:12]([S:15]([NH:18][CH2:19][CH2:61][C:62]([OH:64])=[O:63])(=[O:16])=[O:17])=[CH:13][N:14]=2)[CH2:2][CH2:3][CH2:4][CH2:5][CH2:6]1. (4) Given the reactants C([O:5][C:6](=[O:40])[CH2:7][C:8]1[CH:13]=[CH:12][CH:11]=[C:10]([N:14]2[CH2:39][CH2:38][C:17]3([N:21]([CH2:22][CH2:23][C:24]4[CH:29]=[CH:28][C:27]([O:30][CH3:31])=[CH:26][CH:25]=4)[C:20](=[O:32])[N:19]([CH2:33][CH:34]4[CH2:36][CH2:35]4)[C:18]3=[O:37])[CH2:16][CH2:15]2)[CH:9]=1)(C)(C)C.[F:41][C:42]([F:47])([F:46])[C:43]([OH:45])=[O:44], predict the reaction product. The product is: [CH:34]1([CH2:33][N:19]2[C:18](=[O:37])[C:17]3([CH2:16][CH2:15][N:14]([C:10]4[CH:9]=[C:8]([CH2:7][C:6]([OH:40])=[O:5])[CH:13]=[CH:12][CH:11]=4)[CH2:39][CH2:38]3)[N:21]([CH2:22][CH2:23][C:24]3[CH:29]=[CH:28][C:27]([O:30][CH3:31])=[CH:26][CH:25]=3)[C:20]2=[O:32])[CH2:35][CH2:36]1.[F:41][C:42]([F:47])([F:46])[C:43]([OH:45])=[O:44]. (5) Given the reactants [Br:1][C:2]1[S:6][C:5]([C:7]([C:9]2[CH:14]=[CH:13][C:12]([C:15]#[C:16][C:17]3[CH:32]=[CH:31][C:20]([C:21]([O:23][CH2:24][C:25]4[CH:30]=[CH:29][CH:28]=[CH:27][CH:26]=4)=[O:22])=[CH:19][CH:18]=3)=[C:11]([N+:33]([O-])=O)[CH:10]=2)=[O:8])=[CH:4][C:3]=1[CH2:36][C:37]([O:39][CH2:40][CH3:41])=[O:38].C([O-])(O)=O.[Na+], predict the reaction product. The product is: [NH2:33][C:11]1[CH:10]=[C:9]([C:7]([C:5]2[S:6][C:2]([Br:1])=[C:3]([CH2:36][C:37]([O:39][CH2:40][CH3:41])=[O:38])[CH:4]=2)=[O:8])[CH:14]=[CH:13][C:12]=1[C:15]#[C:16][C:17]1[CH:18]=[CH:19][C:20]([C:21]([O:23][CH2:24][C:25]2[CH:30]=[CH:29][CH:28]=[CH:27][CH:26]=2)=[O:22])=[CH:31][CH:32]=1. (6) Given the reactants Cl[C:2]1[N:11]=[C:10]([NH:12][CH2:13][C:14]2[CH:19]=[CH:18][C:17]([NH:20][C:21](=[O:29])[C:22]3[CH:27]=[CH:26][C:25]([F:28])=[CH:24][CH:23]=3)=[CH:16][CH:15]=2)[C:9]2[C:4](=[CH:5][C:6]([CH3:30])=[CH:7][CH:8]=2)[N:3]=1.[N:31]1([CH:36]2[CH2:41][CH2:40][NH:39][CH2:38][CH2:37]2)[CH2:35][CH2:34][CH2:33][CH2:32]1, predict the reaction product. The product is: [F:28][C:25]1[CH:26]=[CH:27][C:22]([C:21]([NH:20][C:17]2[CH:18]=[CH:19][C:14]([CH2:13][NH:12][C:10]3[C:9]4[C:4](=[CH:5][C:6]([CH3:30])=[CH:7][CH:8]=4)[N:3]=[C:2]([N:39]4[CH2:40][CH2:41][CH:36]([N:31]5[CH2:35][CH2:34][CH2:33][CH2:32]5)[CH2:37][CH2:38]4)[N:11]=3)=[CH:15][CH:16]=2)=[O:29])=[CH:23][CH:24]=1. (7) Given the reactants CO[C:3](=[O:13])[C:4]1[C:9]([I:10])=[CH:8][CH:7]=[CH:6][C:5]=1[CH2:11]Br.[F:14][C:15]([F:26])([F:25])[O:16][C:17]1[CH:24]=[CH:23][C:20]([CH2:21][NH2:22])=[CH:19][CH:18]=1.C([O-])([O-])=O.[K+].[K+].C(OCC)(=O)C, predict the reaction product. The product is: [I:10][C:9]1[CH:8]=[CH:7][CH:6]=[C:5]2[C:4]=1[C:3](=[O:13])[N:22]([CH2:21][C:20]1[CH:23]=[CH:24][C:17]([O:16][C:15]([F:14])([F:25])[F:26])=[CH:18][CH:19]=1)[CH2:11]2. (8) Given the reactants [NH2:1][C:2]1[NH:6][N:5]=[C:4]([C:7]2[S:8][CH:9]=[CH:10][CH:11]=2)[CH:3]=1.[Br:12]N1C(=O)CCC1=O, predict the reaction product. The product is: [Br:12][C:3]1[C:4]([C:7]2[S:8][CH:9]=[CH:10][CH:11]=2)=[N:5][NH:6][C:2]=1[NH2:1]. (9) Given the reactants [F:1][C:2]([F:19])([F:18])[C:3]1[CH:4]=[C:5]([C:9]2[N:14]=[C:13]3[NH:15][CH:16]=[CH:17][C:12]3=[CH:11][CH:10]=2)[CH:6]=[CH:7][CH:8]=1.B, predict the reaction product. The product is: [F:19][C:2]([F:1])([F:18])[C:3]1[CH:4]=[C:5]([C:9]2[N:14]=[C:13]3[NH:15][CH2:16][CH2:17][C:12]3=[CH:11][CH:10]=2)[CH:6]=[CH:7][CH:8]=1. (10) The product is: [O:1]1[CH2:6][CH2:5][CH:4]([O:7][CH2:9][C:10]([OH:12])=[O:11])[CH2:3][CH2:2]1. Given the reactants [O:1]1[CH2:6][CH2:5][CH:4]([OH:7])[CH2:3][CH2:2]1.I[CH2:9][C:10]([O-:12])=[O:11].[Na+].[H-].[Na+].O, predict the reaction product.